This data is from Reaction yield outcomes from USPTO patents with 853,638 reactions. The task is: Predict the reaction yield, written as a fraction of the theoretical maximum amount of product (1.0 means a 100% yield; for example, 0.34 means a 34% yield). (1) The reactants are Cl[C:2]1[C:11]([CH:12]=[O:13])=[CH:10][C:9]2[C:4](=[C:5]([Cl:14])[CH:6]=[CH:7][CH:8]=2)[N:3]=1.C([O-])([O-])=O.[Na+].[Na+].[N:21]1[CH:26]=[CH:25][CH:24]=[C:23](B(O)O)[CH:22]=1. The catalyst is COCCOC.O.C1C=CC([P]([Pd]([P](C2C=CC=CC=2)(C2C=CC=CC=2)C2C=CC=CC=2)([P](C2C=CC=CC=2)(C2C=CC=CC=2)C2C=CC=CC=2)[P](C2C=CC=CC=2)(C2C=CC=CC=2)C2C=CC=CC=2)(C2C=CC=CC=2)C2C=CC=CC=2)=CC=1. The product is [Cl:14][C:5]1[CH:6]=[CH:7][CH:8]=[C:9]2[C:4]=1[N:3]=[C:2]([C:23]1[CH:22]=[N:21][CH:26]=[CH:25][CH:24]=1)[C:11]([CH:12]=[O:13])=[CH:10]2. The yield is 0.910. (2) The reactants are [Si:1]([O:8][CH2:9][CH2:10][C:11](=[CH2:22])[CH2:12][O:13]C(=O)C1C=CC=CC=1)([C:4]([CH3:7])([CH3:6])[CH3:5])([CH3:3])[CH3:2].[Si](OCC(=C)CCOC(=O)C1C=CC=CC=1)(C(C)(C)C)(C)C.[OH-].[Na+]. The catalyst is CO.C(OCC)(=O)C.C([O-])(O)=O.[Na+]. The product is [Si:1]([O:8][CH2:9][CH2:10][C:11](=[CH2:22])[CH2:12][OH:13])([C:4]([CH3:7])([CH3:6])[CH3:5])([CH3:2])[CH3:3]. The yield is 0.580. (3) The reactants are [NH2:1][C:2]1[N:6]([CH3:7])[N:5]=[C:4]([C:8]([CH3:11])([CH3:10])[CH3:9])[CH:3]=1.[N:12]1[CH:17]=[CH:16][C:15]([O:18][C:19]2[CH:25]=[CH:24][C:22]([NH2:23])=[CH:21][CH:20]=2)=[CH:14][CH:13]=1.C[CH2:27][O:28]C(C)=O. The catalyst is C(Cl)Cl. The product is [C:8]([C:4]1[CH:3]=[C:2]([NH:1][C:27]([NH:23][C:22]2[CH:24]=[CH:25][C:19]([O:18][C:15]3[CH:14]=[CH:13][N:12]=[CH:17][CH:16]=3)=[CH:20][CH:21]=2)=[O:28])[N:6]([CH3:7])[N:5]=1)([CH3:11])([CH3:10])[CH3:9]. The yield is 0.510.